From a dataset of Full USPTO retrosynthesis dataset with 1.9M reactions from patents (1976-2016). Predict the reactants needed to synthesize the given product. (1) Given the product [F:19][C:10]([C:15]([F:16])([F:17])[F:18])([C:11]([F:13])([F:12])[F:14])[CH2:9][CH:8]([C:20]([F:21])([F:23])[F:22])[CH2:7][CH2:6][OH:5], predict the reactants needed to synthesize it. The reactants are: [Na].C([O:5][CH2:6][CH2:7][CH:8]([C:20]([F:23])([F:22])[F:21])[CH2:9][C:10]([F:19])([C:15]([F:18])([F:17])[F:16])[C:11]([F:14])([F:13])[F:12])(=O)C.Cl.C(=O)(O)[O-]. (2) Given the product [CH3:9][O:10][C:11]1[CH:18]=[CH:17][C:14]([CH2:15][NH:16][C:2]2[CH:7]=[C:6]([Cl:8])[N:5]=[CH:4][N:3]=2)=[CH:13][CH:12]=1, predict the reactants needed to synthesize it. The reactants are: Cl[C:2]1[CH:7]=[C:6]([Cl:8])[N:5]=[CH:4][N:3]=1.[CH3:9][O:10][C:11]1[CH:18]=[CH:17][C:14]([CH2:15][NH2:16])=[CH:13][CH:12]=1.CCN(C(C)C)C(C)C.